Dataset: Reaction yield outcomes from USPTO patents with 853,638 reactions. Task: Predict the reaction yield, written as a fraction of the theoretical maximum amount of product (1.0 means a 100% yield; for example, 0.34 means a 34% yield). The reactants are [NH2:1][C:2]1[CH:7]=[CH:6][C:5]([CH:8]2[CH2:13][N:12]([CH3:14])[C:11](=[O:15])[N:10]([CH3:16])[CH2:9]2)=[CH:4][C:3]=1[C:17]1[CH2:23][CH2:22][CH2:21][CH2:20][CH2:19][CH:18]=1.[C:24]([C:26]1[N:27]=[C:28]([C:39](O)=[O:40])[N:29]([CH2:31][O:32][CH2:33][CH2:34][Si:35]([CH3:38])([CH3:37])[CH3:36])[CH:30]=1)#[N:25].[K+].C(C1N=C(C([O-])=O)N(COCC[Si](C)(C)C)C=1)#N. No catalyst specified. The product is [C:17]1([C:3]2[CH:4]=[C:5]([CH:8]3[CH2:9][N:10]([CH3:16])[C:11](=[O:15])[N:12]([CH3:14])[CH2:13]3)[CH:6]=[CH:7][C:2]=2[NH:1][C:39]([C:28]2[N:29]([CH2:31][O:32][CH2:33][CH2:34][Si:35]([CH3:38])([CH3:37])[CH3:36])[CH:30]=[C:26]([C:24]#[N:25])[N:27]=2)=[O:40])[CH2:23][CH2:22][CH2:21][CH2:20][CH2:19][CH:18]=1. The yield is 0.960.